From a dataset of Catalyst prediction with 721,799 reactions and 888 catalyst types from USPTO. Predict which catalyst facilitates the given reaction. (1) Reactant: Br[CH2:2][C:3]1[N:4]=[CH:5][C:6]([NH:9][C:10](=[O:29])[C@@H:11]([C:18]2[CH:23]=[CH:22][C:21]([S:24]([CH3:27])(=[O:26])=[O:25])=[C:20]([Cl:28])[CH:19]=2)[CH2:12][CH:13]2[CH2:17][CH2:16][CH2:15][CH2:14]2)=[N:7][CH:8]=1.[CH3:30][S-:31].[Na+]. Product: [Cl:28][C:20]1[CH:19]=[C:18]([CH:11]([CH2:12][CH:13]2[CH2:14][CH2:15][CH2:16][CH2:17]2)[C:10]([NH:9][C:6]2[CH:5]=[N:4][C:3]([CH2:2][S:31][CH3:30])=[CH:8][N:7]=2)=[O:29])[CH:23]=[CH:22][C:21]=1[S:24]([CH3:27])(=[O:26])=[O:25]. The catalyst class is: 372. (2) Reactant: Cl[CH2:2][C:3]1[CH:4]=[N:5][C:6]2[C:11]([CH:12]=1)=[CH:10][C:9]([S:13]([CH3:16])(=[O:15])=[O:14])=[CH:8][CH:7]=2.C[Sn](C)(C)[C:19]1[CH:20]=[C:21]([CH:26]=[CH:27][N:28]=1)[C:22]([O:24][CH3:25])=[O:23]. Product: [CH3:16][S:13]([C:9]1[CH:10]=[C:11]2[C:6](=[CH:7][CH:8]=1)[N:5]=[CH:4][C:3]([CH2:2][C:19]1[CH:20]=[C:21]([CH:26]=[CH:27][N:28]=1)[C:22]([O:24][CH3:25])=[O:23])=[CH:12]2)(=[O:15])=[O:14]. The catalyst class is: 184. (3) Reactant: [C:1]([O:5][C:6]([NH:8][CH:9]1[CH2:11][CH:10]1[C:12]1[CH:13]=[C:14]([CH:18]=[CH:19][CH:20]=1)[C:15]([OH:17])=O)=[O:7])([CH3:4])([CH3:3])[CH3:2].F[P-](F)(F)(F)(F)F.N1(OC(N(C)C)=[N+](C)C)C2N=CC=CC=2N=N1.[CH3:45][N:46]1[CH:50]=[C:49]([NH2:51])[CH:48]=[N:47]1.C(N(CC)CC)C. Product: [CH3:45][N:46]1[CH:50]=[C:49]([NH:51][C:15]([C:14]2[CH:13]=[C:12]([C@@H:10]3[CH2:11][C@H:9]3[NH:8][C:6](=[O:7])[O:5][C:1]([CH3:2])([CH3:3])[CH3:4])[CH:20]=[CH:19][CH:18]=2)=[O:17])[CH:48]=[N:47]1. The catalyst class is: 18. (4) Product: [Br:50][C:51]([CH3:56])([CH3:55])[C:52]([CH2:27][C:28]1[C:29]([N+:40]([O-:42])=[O:41])=[C:30]([CH:37]=[CH:38][CH:39]=1)[C:31]([NH:33][CH2:34][C:35]#[CH:36])=[O:32])=[O:53]. The catalyst class is: 1. Reactant: CCCC[N+](CCCC)(CCCC)CCCC.[F-].[Si](O[CH2:27][C:28]1[C:29]([N+:40]([O-:42])=[O:41])=[C:30]([CH:37]=[CH:38][CH:39]=1)[C:31]([NH:33][CH2:34][C:35]#[CH:36])=[O:32])(C(C)(C)C)(C)C.C(N(CC)CC)C.[Br:50][C:51]([CH3:56])([CH3:55])[C:52](Br)=[O:53]. (5) The catalyst class is: 505. Reactant: Br[C:2]1[CH:7]=[CH:6][C:5]([S:8]([NH:11][C:12]2[CH:17]=[CH:16][C:15]([Cl:18])=[CH:14][C:13]=2[C:19]([C:21]2[CH:26]=[CH:25][N:24]=[CH:23][CH:22]=2)=[O:20])(=[O:10])=[O:9])=[CH:4][CH:3]=1.O.[O-]P([O-])([O-])=O.[K+].[K+].[K+].C1(C2C3C(=CC=CC=3)C=CC=2)C2C(=CC=CC=2)C=CC=1.[CH3:56][C@H:57]1[O:62][C@@H:61]([CH3:63])[CH2:60][NH:59][CH2:58]1. Product: [Cl:18][C:15]1[CH:16]=[CH:17][C:12]([NH:11][S:8]([C:5]2[CH:6]=[CH:7][C:2]([N:59]3[CH2:58][C@H:57]([CH3:56])[O:62][C@H:61]([CH3:63])[CH2:60]3)=[CH:3][CH:4]=2)(=[O:10])=[O:9])=[C:13]([C:19]([C:21]2[CH:26]=[CH:25][N:24]=[CH:23][CH:22]=2)=[O:20])[CH:14]=1. (6) Reactant: [OH:1][C:2]1[CH:7]=[CH:6][C:5]([C:8](=[C:21]2[CH2:26][C:25]([CH3:28])([CH3:27])[CH2:24][C:23]([CH3:30])([CH3:29])[CH2:22]2)[C:9]2[CH:14]=[CH:13][C:12]([CH2:15][CH2:16][C:17]([O:19]C)=[O:18])=[CH:11][CH:10]=2)=[CH:4][CH:3]=1.[OH-].[Na+].Cl. Product: [OH:1][C:2]1[CH:7]=[CH:6][C:5]([C:8](=[C:21]2[CH2:22][C:23]([CH3:30])([CH3:29])[CH2:24][C:25]([CH3:28])([CH3:27])[CH2:26]2)[C:9]2[CH:14]=[CH:13][C:12]([CH2:15][CH2:16][C:17]([OH:19])=[O:18])=[CH:11][CH:10]=2)=[CH:4][CH:3]=1. The catalyst class is: 301.